This data is from Forward reaction prediction with 1.9M reactions from USPTO patents (1976-2016). The task is: Predict the product of the given reaction. (1) Given the reactants [C:1](#N)[CH2:2][CH2:3]/[CH:4]=[CH:5]\[CH2:6][CH2:7][CH2:8][CH2:9]/[CH:10]=[CH:11]\[CH2:12][CH3:13].C1(C)C=CC=CC=1.CC(C[AlH]CC(C)C)C.Cl.C(OCC)(=[O:34])C, predict the reaction product. The product is: [CH:1](=[O:34])[CH2:2][CH2:3]/[CH:4]=[CH:5]\[CH2:6][CH2:7][CH2:8][CH2:9]/[CH:10]=[CH:11]\[CH2:12][CH3:13]. (2) Given the reactants [CH3:1][O:2][C:3]1[CH:4]=[C:5]([CH:19]=[CH:20][C:21]=1[O:22][CH3:23])[CH2:6][O:7][C:8]1[CH:17]=[CH:16][C:11]([C:12]([O:14]C)=[O:13])=[CH:10][C:9]=1[Cl:18], predict the reaction product. The product is: [CH3:1][O:2][C:3]1[CH:4]=[C:5]([CH:19]=[CH:20][C:21]=1[O:22][CH3:23])[CH2:6][O:7][C:8]1[CH:17]=[CH:16][C:11]([C:12]([OH:14])=[O:13])=[CH:10][C:9]=1[Cl:18]. (3) Given the reactants [NH2:1][CH2:2][CH:3]([C:5]1[CH:10]=[CH:9][CH:8]=[CH:7][CH:6]=1)[OH:4].[C:11](O[C:11]([O:13][C:14]([CH3:17])([CH3:16])[CH3:15])=[O:12])([O:13][C:14]([CH3:17])([CH3:16])[CH3:15])=[O:12].C(OCC)(=O)C.O, predict the reaction product. The product is: [C:14]([O:13][C:11](=[O:12])[NH:1][CH2:2][CH:3]([OH:4])[C:5]1[CH:10]=[CH:9][CH:8]=[CH:7][CH:6]=1)([CH3:17])([CH3:16])[CH3:15]. (4) Given the reactants [O:1]1[CH:5]=[CH:4][CH:3]=[C:2]1[C:6]1[C:11]([I:12])=[C:10](S(C)=O)[N:9]=[C:8]([NH2:16])[N:7]=1.[C:17]1([CH2:23][CH2:24][CH2:25][OH:26])[CH:22]=[CH:21][CH:20]=[CH:19][CH:18]=1.C1CCN2C(=NCCC2)CC1, predict the reaction product. The product is: [O:1]1[CH:5]=[CH:4][CH:3]=[C:2]1[C:6]1[C:11]([I:12])=[C:10]([O:26][CH2:25][CH2:24][CH2:23][C:17]2[CH:22]=[CH:21][CH:20]=[CH:19][CH:18]=2)[N:9]=[C:8]([NH2:16])[N:7]=1. (5) The product is: [CH3:1][O:2][C:3](=[O:18])[C:4]1[CH:9]=[CH:8][C:7]([CH2:10][S:11]([C:12]2[CH:17]=[CH:16][CH:15]=[CH:14][CH:13]=2)=[O:27])=[CH:6][CH:5]=1. Given the reactants [CH3:1][O:2][C:3](=[O:18])[C:4]1[CH:9]=[CH:8][C:7]([CH2:10][S:11][C:12]2[CH:17]=[CH:16][CH:15]=[CH:14][CH:13]=2)=[CH:6][CH:5]=1.ClC1C=C(C(OO)=[O:27])C=CC=1, predict the reaction product. (6) Given the reactants [F:1][C:2]1[C:7]([Br:8])=[CH:6][C:5]([NH:9][CH:10]2[CH2:15][CH2:14][N:13]([C:16]([O:18][C:19]([CH3:22])([CH3:21])[CH3:20])=[O:17])[CH2:12][CH2:11]2)=[C:4]([N+:23]([O-])=O)[CH:3]=1.O.NN, predict the reaction product. The product is: [NH2:23][C:4]1[CH:3]=[C:2]([F:1])[C:7]([Br:8])=[CH:6][C:5]=1[NH:9][CH:10]1[CH2:15][CH2:14][N:13]([C:16]([O:18][C:19]([CH3:22])([CH3:21])[CH3:20])=[O:17])[CH2:12][CH2:11]1. (7) Given the reactants Br[C:2]1[CH:3]=[CH:4][C:5](/[CH:8]=[CH:9]/[CH3:10])=[N:6][CH:7]=1.CC1(C)C(C)(C)OB([C:19]2[CH2:24][CH2:23][N:22]([C:25]([O:27][C:28]([CH3:31])([CH3:30])[CH3:29])=[O:26])[CH2:21][CH:20]=2)O1.C([O-])(O)=O.[Na+].O, predict the reaction product. The product is: [CH:8](/[C:5]1[N:6]=[CH:7][C:2]([C:19]2[CH2:24][CH2:23][N:22]([C:25]([O:27][C:28]([CH3:31])([CH3:30])[CH3:29])=[O:26])[CH2:21][CH:20]=2)=[CH:3][CH:4]=1)=[CH:9]\[CH3:10].